From a dataset of Full USPTO retrosynthesis dataset with 1.9M reactions from patents (1976-2016). Predict the reactants needed to synthesize the given product. (1) Given the product [CH3:43][O:44][C:45]([C:47]1[S:18][C:28]([S:29][CH3:30])=[C:32]([S:9]([C:4]2[CH:5]=[CH:6][C:7]([F:8])=[C:2]([Br:1])[CH:3]=2)(=[O:11])=[O:10])[CH:31]=1)=[O:46], predict the reactants needed to synthesize it. The reactants are: [Br:1][C:2]1[CH:3]=[C:4]([S:9](Cl)(=[O:11])=[O:10])[CH:5]=[CH:6][C:7]=1[F:8].C(=O)(O)[O-].[Na+].[S:18]([O-])([O-])=O.[Na+].[Na+].COC([C:28]1[S:29][C:30]([N+]([O-])=O)=[C:31](Br)[CH:32]=1)=O.C[O-].[Na+].CO.C[CH2:43][O:44][C:45]([CH3:47])=[O:46]. (2) The reactants are: [CH3:1][NH:2][C@@H:3]1[C:11]2[C:6](=[CH:7][CH:8]=[CH:9][CH:10]=2)[CH2:5][CH2:4]1.C([NH:31][S:32](=[O:56])(=[O:55])[O:33][CH2:34][C@@H:35]1[C@@H:42]2[C@@H:38]([O:39]C(C)(C)[O:41]2)[C@H:37]([N:45]2[CH:53]=[N:52][C:51]3[C:46]2=[N:47][CH:48]=[N:49][C:50]=3Cl)[O:36]1)(C1C=CC=CC=1)(C1C=CC=CC=1)C1C=CC=CC=1.CCN(C(C)C)C(C)C. Given the product [S:32](=[O:56])(=[O:55])([O:33][CH2:34][C@@H:35]1[C@@H:42]([OH:41])[C@@H:38]([OH:39])[C@H:37]([N:45]2[CH:53]=[N:52][C:51]3[C:46]2=[N:47][CH:48]=[N:49][C:50]=3[N:2]([C@@H:3]2[C:11]3[C:6](=[CH:7][CH:8]=[CH:9][CH:10]=3)[CH2:5][CH2:4]2)[CH3:1])[O:36]1)[NH2:31], predict the reactants needed to synthesize it. (3) Given the product [N+:22]([C:17]1[CH:18]=[CH:19][CH:20]=[CH:21][C:16]=1[S:13]([N:4]1[CH2:3][CH2:2][O:12][CH:6]([CH2:7][C:8]([O:10][CH3:11])=[O:9])[CH2:5]1)(=[O:15])=[O:14])([O-:24])=[O:23], predict the reactants needed to synthesize it. The reactants are: Br[CH2:2][CH2:3][N:4]([S:13]([C:16]1[CH:21]=[CH:20][CH:19]=[CH:18][C:17]=1[N+:22]([O-:24])=[O:23])(=[O:15])=[O:14])[CH2:5][CH:6]([OH:12])[CH2:7][C:8]([O:10][CH3:11])=[O:9].[H-].[Na+]. (4) Given the product [C:28]([C:27]1[C:14]([N:11]2[CH2:10][CH2:9][CH:8]([C:6]([OH:7])=[O:5])[CH2:13][CH2:12]2)=[N:15][C:16]([CH3:30])=[C:17]([C:18]([O:20][CH2:21][C:22]([CH3:24])([CH3:23])[CH3:25])=[O:19])[CH:26]=1)#[N:29], predict the reactants needed to synthesize it. The reactants are: C([O:5][C:6]([CH:8]1[CH2:13][CH2:12][N:11]([C:14]2[C:27]([C:28]#[N:29])=[CH:26][C:17]([C:18]([O:20][CH2:21][C:22]([CH3:25])([CH3:24])[CH3:23])=[O:19])=[C:16]([CH3:30])[N:15]=2)[CH2:10][CH2:9]1)=[O:7])(C)(C)C.C(O)(C(F)(F)F)=O. (5) Given the product [CH:18]([N:17]1[C:11]2[CH:10]=[C:9]([NH:8][C:6]3[CH:5]=[CH:4][N:3]=[C:2]([C:38]4[S:37][C:36]([NH:35][CH3:34])=[N:40][C:39]=4[CH3:41])[N:7]=3)[N:14]=[CH:13][C:12]=2[N:15]=[C:16]1[CH2:21][OH:22])([CH3:19])[CH3:20], predict the reactants needed to synthesize it. The reactants are: Cl[C:2]1[N:7]=[C:6]([NH:8][C:9]2[N:14]=[CH:13][C:12]3[N:15]=[C:16]([CH2:21][O:22]C4CCCCO4)[N:17]([CH:18]([CH3:20])[CH3:19])[C:11]=3[CH:10]=2)[CH:5]=[CH:4][N:3]=1.C(O[C:34](=O)[N:35](C)[C:36]1[S:37][C:38]([Sn](CCCC)(CCCC)CCCC)=[C:39]([CH3:41])[N:40]=1)(C)(C)C. (6) Given the product [F:30][C:27]1[CH:28]=[CH:29][C:24]([CH2:23][NH2:20])=[C:25]([I:31])[CH:26]=1, predict the reactants needed to synthesize it. The reactants are: C1(P(C2C=CC=CC=2)C2C=CC=CC=2)C=CC=CC=1.[N:20]([CH2:23][C:24]1[CH:29]=[CH:28][C:27]([F:30])=[CH:26][C:25]=1[I:31])=[N+]=[N-].O. (7) Given the product [S:1]1[CH:5]=[CH:4][C:3]2[C:6]([N:10]3[CH2:15][CH2:14][N:13]([CH2:16][CH2:17][CH2:18][CH2:19][O:20][C:21]4[CH:30]=[C:29]5[C:24]([CH2:25][CH2:26][C:27](=[O:33])[N:28]5[CH2:31][O:32][C:46]([CH:40]5[CH2:45][CH2:44][CH2:43][CH2:42][CH2:41]5)=[O:47])=[CH:23][CH:22]=4)[CH2:12][CH2:11]3)=[CH:7][CH:8]=[CH:9][C:2]1=2, predict the reactants needed to synthesize it. The reactants are: [S:1]1[CH:5]=[CH:4][C:3]2[C:6]([N:10]3[CH2:15][CH2:14][N:13]([CH2:16][CH2:17][CH2:18][CH2:19][O:20][C:21]4[CH:30]=[C:29]5[C:24]([CH2:25][CH2:26][C:27](=[O:33])[N:28]5[CH2:31][OH:32])=[CH:23][CH:22]=4)[CH2:12][CH2:11]3)=[CH:7][CH:8]=[CH:9][C:2]1=2.N1C=CC=CC=1.[CH:40]1([C:46](Cl)=[O:47])[CH2:45][CH2:44][CH2:43][CH2:42][CH2:41]1.O.